From a dataset of Peptide-MHC class I binding affinity with 185,985 pairs from IEDB/IMGT. Regression. Given a peptide amino acid sequence and an MHC pseudo amino acid sequence, predict their binding affinity value. This is MHC class I binding data. (1) The peptide sequence is GTSIFAGHLK. The MHC is HLA-A03:01 with pseudo-sequence HLA-A03:01. The binding affinity (normalized) is 0.875. (2) The peptide sequence is YRTATLRTL. The MHC is HLA-C06:02 with pseudo-sequence HLA-C06:02. The binding affinity (normalized) is 0.797. (3) The peptide sequence is GQFGSGWTW. The MHC is HLA-A31:01 with pseudo-sequence HLA-A31:01. The binding affinity (normalized) is 0.0847. (4) The peptide sequence is FFTELDGVRL. The MHC is Patr-A0901 with pseudo-sequence Patr-A0901. The binding affinity (normalized) is 0.187. (5) The peptide sequence is SMMVILPDKI. The binding affinity (normalized) is 0.691. The MHC is HLA-A02:02 with pseudo-sequence HLA-A02:02.